This data is from Experimentally validated miRNA-target interactions with 360,000+ pairs, plus equal number of negative samples. The task is: Binary Classification. Given a miRNA mature sequence and a target amino acid sequence, predict their likelihood of interaction. (1) The miRNA is hsa-miR-4316 with sequence GGUGAGGCUAGCUGGUG. The protein sequence of the target gene is MAAVDSFYLLYREIARSCNCYMEALALVGAWYTARKSITVICDFYSLIRLHFIPRLGSRADLIKQYGRWAVVSGATDGIGKAYAEELASRGLNIILISRNEEKLQVVAKDIADTYKVETDIIVADFSSGREIYLPIREALKDKDVGILVNNVGVFYPYPQYFTQLSEDKLWDIINVNIAAASLMVHVVLPGMVERKKGAIVTISSGSCCKPTPQLAAFSASKAYLDHFSRALQYEYASKGIFVQSLIPFYVATSMTAPSNFLHRCSWLVPSPKVYAHHAVSTLGISKRTTGYWSHSIQFL.... Result: 1 (interaction). (2) The miRNA is hsa-miR-16-5p with sequence UAGCAGCACGUAAAUAUUGGCG. The protein sequence of the target gene is MAGEKVEKPDTKEKKPEAKKVDAGGKVKKGNLKAKKPKKGKPHCSRNPVLVRGIGRYSRSAMYSRKAMYKRKYSAAKSKVEKKKKEKVLATVTKPVGGDKNGGTRVVKLRKMPRYYPTEDVPRKLLSHGKKPFSQHVRKLRASITPGTILIILTGRHRGKRVVFLKQLASGLLLVTGPLVLNRVPLRRTHQKFVIATSTKIDISNVKIPKHLTDAYFKKKKLRKPRHQEGEIFDTEKEKYEITEQRKIDQKAVDSQILPKIKAIPQLQGYLRSVFALTNGIYPHKLVF. Result: 1 (interaction).